Task: Predict the reactants needed to synthesize the given product.. Dataset: Full USPTO retrosynthesis dataset with 1.9M reactions from patents (1976-2016) (1) Given the product [Cl:24][C:19]1[CH:18]=[C:17]([NH:16][C:5]2[C:4]3[C:9](=[C:10]([O:12][CH3:13])[CH:11]=[C:2]([NH:1][CH2:36][CH2:35][N:29]4[CH2:34][CH2:33][O:32][CH2:31][CH2:30]4)[CH:3]=3)[N:8]=[CH:7][C:6]=2[C:14]#[N:15])[CH:22]=[CH:21][C:20]=1[F:23], predict the reactants needed to synthesize it. The reactants are: [NH2:1][C:2]1[CH:3]=[C:4]2[C:9](=[C:10]([O:12][CH3:13])[CH:11]=1)[N:8]=[CH:7][C:6]([C:14]#[N:15])=[C:5]2[NH:16][C:17]1[CH:22]=[CH:21][C:20]([F:23])=[C:19]([Cl:24])[CH:18]=1.[BH3-]C#N.[Na+].[N:29]1([CH2:35][CH:36]=O)[CH2:34][CH2:33][O:32][CH2:31][CH2:30]1.C([O-])([O-])=O.[K+].[K+]. (2) Given the product [Cl:1][C:2]1[N:3]=[C:4]([C:9]([NH:16][C:17]2[CH:22]=[CH:21][C:20]([C:23]3[O:24][CH:25]=[C:26]([C:28]([O:30][CH3:31])=[O:29])[N:27]=3)=[CH:19][C:18]=2[O:32][CH3:33])=[O:11])[NH:5][C:6]=1[CH2:7][CH3:8], predict the reactants needed to synthesize it. The reactants are: [Cl:1][C:2]1[N:3]=[C:4]([C:9]([OH:11])=O)[NH:5][C:6]=1[CH2:7][CH3:8].S(Cl)(Cl)=O.[NH2:16][C:17]1[CH:22]=[CH:21][C:20]([C:23]2[O:24][CH:25]=[C:26]([C:28]([O:30][CH3:31])=[O:29])[N:27]=2)=[CH:19][C:18]=1[O:32][CH3:33]. (3) Given the product [Cl:19][C:17]1[CH:18]=[C:13]([CH:11]([NH:10][C:8]([C:6]2[CH:5]=[C:4]([CH3:26])[N:3]=[C:2]([NH:1][C:31]([CH:27]3[CH2:30][CH2:29][CH2:28]3)=[O:32])[N:7]=2)=[O:9])[CH3:12])[CH:14]=[N:15][C:16]=1[O:20][CH2:21][C:22]([F:24])([F:23])[F:25], predict the reactants needed to synthesize it. The reactants are: [NH2:1][C:2]1[N:7]=[C:6]([C:8]([NH:10][CH:11]([C:13]2[CH:14]=[N:15][C:16]([O:20][CH2:21][C:22]([F:25])([F:24])[F:23])=[C:17]([Cl:19])[CH:18]=2)[CH3:12])=[O:9])[CH:5]=[C:4]([CH3:26])[N:3]=1.[CH:27]1([C:31](Cl)=[O:32])[CH2:30][CH2:29][CH2:28]1. (4) Given the product [C:12]1([CH3:17])[CH:13]=[CH:14][CH:15]=[CH:16][C:11]=1[O:10][CH2:9][CH2:8][CH2:7][CH2:6][CH2:5][CH2:4][CH2:3][CH2:2][N:22]1[C:21](=[O:23])[C:20]2=[CH:24][CH:25]=[CH:26][CH:27]=[C:19]2[C:18]1=[O:28], predict the reactants needed to synthesize it. The reactants are: I[CH2:2][CH2:3][CH2:4][CH2:5][CH2:6][CH2:7][CH2:8][CH2:9][O:10][C:11]1[CH:16]=[CH:15][CH:14]=[CH:13][C:12]=1[CH3:17].[C:18]1(=[O:28])[NH:22][C:21](=[O:23])[C:20]2=[CH:24][CH:25]=[CH:26][CH:27]=[C:19]12.[K].C(OCCCCCCCCN1C(=O)C2=CC=CC=C2C1=O)CCCCC. (5) Given the product [CH3:13][O:12][N:10]([CH3:11])[C:8](=[O:9])[CH2:7][CH2:6][CH2:5][CH2:4][O:3][CH3:14], predict the reactants needed to synthesize it. The reactants are: [H-].[Na+].[OH:3][CH2:4][CH2:5][CH2:6][CH2:7][C:8]([N:10]([O:12][CH3:13])[CH3:11])=[O:9].[CH3:14]I. (6) The reactants are: [CH:1]1([CH:7]([OH:17])[CH2:8][NH:9][C:10](=[O:16])[O:11][C:12]([CH3:15])([CH3:14])[CH3:13])[CH2:6][CH2:5][CH2:4][CH2:3][CH2:2]1.[C:18](Cl)(=[O:25])[C:19]1[CH:24]=[CH:23][CH:22]=[CH:21][CH:20]=1.N1C=CC=CC=1. Given the product [C:18]([O:17][CH:7]([CH:1]1[CH2:2][CH2:3][CH2:4][CH2:5][CH2:6]1)[CH2:8][NH:9][C:10]([O:11][C:12]([CH3:14])([CH3:13])[CH3:15])=[O:16])(=[O:25])[C:19]1[CH:24]=[CH:23][CH:22]=[CH:21][CH:20]=1, predict the reactants needed to synthesize it. (7) Given the product [NH2:26][C:25]1[N:27]=[C:5]([C:7]2[CH:12]=[CH:11][C:10]([F:13])=[C:9]([CH:14]([C:15]3[CH:20]=[CH:19][CH:18]=[CH:17][CH:16]=3)[OH:21])[CH:8]=2)[CH:4]=[CH:3][N:24]=1, predict the reactants needed to synthesize it. The reactants are: CN(C)/[CH:3]=[CH:4]/[C:5]([C:7]1[CH:12]=[CH:11][C:10]([F:13])=[C:9]([CH:14]([OH:21])[C:15]2[CH:20]=[CH:19][CH:18]=[CH:17][CH:16]=2)[CH:8]=1)=O.Cl.[NH2:24][C:25]([NH2:27])=[NH:26].C(=O)([O-])[O-].[K+].[K+]. (8) Given the product [C:1]([C:5]1[N:10]=[C:9]([N:11]2[CH2:16][CH2:15][N:14]([CH2:17][CH2:18][CH2:19][CH2:20][NH:21][C:31]([N:47]3[CH2:46][CH2:45][N:44]([C:39]4[CH:40]=[CH:41][CH:42]=[CH:43][C:38]=4[CH3:50])[CH2:49][CH2:48]3)=[O:32])[CH2:13][CH2:12]2)[CH:8]=[C:7]([C:22]([F:24])([F:25])[F:23])[N:6]=1)([CH3:4])([CH3:2])[CH3:3], predict the reactants needed to synthesize it. The reactants are: [C:1]([C:5]1[N:10]=[C:9]([N:11]2[CH2:16][CH2:15][N:14]([CH2:17][CH2:18][CH2:19][CH2:20][NH2:21])[CH2:13][CH2:12]2)[CH:8]=[C:7]([C:22]([F:25])([F:24])[F:23])[N:6]=1)([CH3:4])([CH3:3])[CH3:2].C1N=CN([C:31](N2C=NC=C2)=[O:32])C=1.[C:38]1([CH3:50])[CH:43]=[CH:42][CH:41]=[CH:40][C:39]=1[N:44]1[CH2:49][CH2:48][NH:47][CH2:46][CH2:45]1. (9) Given the product [CH3:19][C:4]1[N:3]=[C:2]([NH:23][C:22]2[C:24]([CH3:29])=[CH:25][C:26]([CH3:28])=[CH:27][C:21]=2[CH3:20])[C:7]([S:8]([C:11]2[CH:16]=[CH:15][C:14]([CH2:17][OH:18])=[CH:13][CH:12]=2)(=[O:10])=[O:9])=[CH:6][CH:5]=1.[CH3:19][C:4]1[N:3]=[C:2]([NH:23][C:22]2[C:24]([CH3:29])=[CH:25][C:26]([CH3:28])=[CH:27][C:21]=2[CH3:20])[C:7]([S:8]([C:11]2[CH:16]=[CH:15][C:14]([CH2:17][NH:23][C:22]3[C:24]([CH3:29])=[CH:25][C:26]([CH3:28])=[CH:27][C:21]=3[CH3:20])=[CH:13][CH:12]=2)(=[O:10])=[O:9])=[CH:6][CH:5]=1, predict the reactants needed to synthesize it. The reactants are: Cl[C:2]1[C:7]([S:8]([C:11]2[CH:16]=[CH:15][C:14]([CH2:17][OH:18])=[CH:13][CH:12]=2)(=[O:10])=[O:9])=[CH:6][CH:5]=[C:4]([CH3:19])[N:3]=1.[CH3:20][C:21]1[CH:27]=[C:26]([CH3:28])[CH:25]=[C:24]([CH3:29])[C:22]=1[NH2:23].